From a dataset of NCI-60 drug combinations with 297,098 pairs across 59 cell lines. Regression. Given two drug SMILES strings and cell line genomic features, predict the synergy score measuring deviation from expected non-interaction effect. (1) Drug 1: C1=CN(C(=O)N=C1N)C2C(C(C(O2)CO)O)O.Cl. Drug 2: C1CCC(C(C1)N)N.C(=O)(C(=O)[O-])[O-].[Pt+4]. Cell line: MDA-MB-231. Synergy scores: CSS=31.3, Synergy_ZIP=-8.24, Synergy_Bliss=-2.21, Synergy_Loewe=2.33, Synergy_HSA=3.75. (2) Drug 1: CC(C1=C(C=CC(=C1Cl)F)Cl)OC2=C(N=CC(=C2)C3=CN(N=C3)C4CCNCC4)N. Drug 2: CC1=CC=C(C=C1)C2=CC(=NN2C3=CC=C(C=C3)S(=O)(=O)N)C(F)(F)F. Cell line: SK-MEL-28. Synergy scores: CSS=5.03, Synergy_ZIP=2.23, Synergy_Bliss=5.94, Synergy_Loewe=-0.448, Synergy_HSA=0.942. (3) Drug 1: CC1OCC2C(O1)C(C(C(O2)OC3C4COC(=O)C4C(C5=CC6=C(C=C35)OCO6)C7=CC(=C(C(=C7)OC)O)OC)O)O. Drug 2: N.N.Cl[Pt+2]Cl. Cell line: RXF 393. Synergy scores: CSS=22.5, Synergy_ZIP=-4.25, Synergy_Bliss=1.09, Synergy_Loewe=-3.45, Synergy_HSA=2.51. (4) Drug 1: CN(C)N=NC1=C(NC=N1)C(=O)N. Drug 2: C1=NC2=C(N1)C(=S)N=CN2. Cell line: SNB-75. Synergy scores: CSS=-0.711, Synergy_ZIP=-9.13, Synergy_Bliss=-18.9, Synergy_Loewe=-52.4, Synergy_HSA=-20.4. (5) Drug 1: CN1CCC(CC1)COC2=C(C=C3C(=C2)N=CN=C3NC4=C(C=C(C=C4)Br)F)OC. Drug 2: CNC(=O)C1=NC=CC(=C1)OC2=CC=C(C=C2)NC(=O)NC3=CC(=C(C=C3)Cl)C(F)(F)F. Cell line: HL-60(TB). Synergy scores: CSS=-21.3, Synergy_ZIP=3.14, Synergy_Bliss=-19.5, Synergy_Loewe=-40.9, Synergy_HSA=-25.2. (6) Drug 1: CCC1=C2CN3C(=CC4=C(C3=O)COC(=O)C4(CC)O)C2=NC5=C1C=C(C=C5)O. Drug 2: C1CN(P(=O)(OC1)NCCCl)CCCl. Cell line: PC-3. Synergy scores: CSS=18.2, Synergy_ZIP=-6.19, Synergy_Bliss=-2.54, Synergy_Loewe=-87.3, Synergy_HSA=-1.40. (7) Cell line: MCF7. Drug 2: CN(CCCl)CCCl.Cl. Synergy scores: CSS=24.4, Synergy_ZIP=-5.42, Synergy_Bliss=1.05, Synergy_Loewe=-33.1, Synergy_HSA=0.911. Drug 1: CC12CCC(CC1=CCC3C2CCC4(C3CC=C4C5=CN=CC=C5)C)O. (8) Synergy scores: CSS=5.80, Synergy_ZIP=-5.90, Synergy_Bliss=-2.63, Synergy_Loewe=-4.00, Synergy_HSA=-3.96. Cell line: SF-268. Drug 1: C1=NC2=C(N=C(N=C2N1C3C(C(C(O3)CO)O)F)Cl)N. Drug 2: C1CN(CCN1C(=O)CCBr)C(=O)CCBr. (9) Cell line: UO-31. Drug 1: CNC(=O)C1=NC=CC(=C1)OC2=CC=C(C=C2)NC(=O)NC3=CC(=C(C=C3)Cl)C(F)(F)F. Drug 2: C1=CN(C=N1)CC(O)(P(=O)(O)O)P(=O)(O)O. Synergy scores: CSS=-5.65, Synergy_ZIP=0.368, Synergy_Bliss=-1.03, Synergy_Loewe=-15.0, Synergy_HSA=-13.5.